This data is from Forward reaction prediction with 1.9M reactions from USPTO patents (1976-2016). The task is: Predict the product of the given reaction. (1) The product is: [CH3:10][O:9][C:8]1[CH:7]=[CH:6][C:5]([C:16]2[CH:21]=[CH:20][N:19]=[CH:18][CH:17]=2)=[CH:4][C:3]=1[CH:1]=[O:2]. Given the reactants [CH:1]([C:3]1[CH:4]=[C:5](B(O)O)[CH:6]=[CH:7][C:8]=1[O:9][CH3:10])=[O:2].Cl.Cl[C:16]1[CH:21]=[CH:20][N:19]=[CH:18][CH:17]=1.C1(P(C2C=CC=CC=2)C2C=CC=CC=2)C=CC=CC=1.C(OCOCC)C, predict the reaction product. (2) Given the reactants [CH2:1]([C:3]1[CH:4]=[C:5]([C:11]2[CH:16]=[CH:15][C:14]([C:17]3[CH:21]=[CH:20][NH:19][N:18]=3)=[CH:13][CH:12]=2)[CH:6]=[CH:7][C:8]=1[O:9][CH3:10])[CH3:2].[H-].[Na+].Cl[CH2:25][C:26]([O:28][CH2:29][CH3:30])=[O:27].CC#N, predict the reaction product. The product is: [CH2:29]([O:28][C:26](=[O:27])[CH2:25][N:19]1[CH:20]=[CH:21][C:17]([C:14]2[CH:15]=[CH:16][C:11]([C:5]3[CH:6]=[CH:7][C:8]([O:9][CH3:10])=[C:3]([CH2:1][CH3:2])[CH:4]=3)=[CH:12][CH:13]=2)=[N:18]1)[CH3:30]. (3) Given the reactants [CH2:1]([O:8][NH:9][C:10](=[O:29])[CH2:11][C@H:12]([C:22]1[O:23][CH:24]=[C:25]([CH:27]=O)[N:26]=1)[CH2:13][CH2:14][CH2:15][CH:16]1[CH2:21][CH2:20][CH2:19][CH2:18][CH2:17]1)[C:2]1[CH:7]=[CH:6][CH:5]=[CH:4][CH:3]=1.[CH:30]1([NH2:35])[CH2:34][CH2:33][CH2:32][CH2:31]1, predict the reaction product. The product is: [CH2:1]([O:8][NH:9][C:10](=[O:29])[CH2:11][C@H:12]([C:22]1[O:23][CH:24]=[C:25]([CH2:27][NH:35][CH:30]2[CH2:34][CH2:33][CH2:32][CH2:31]2)[N:26]=1)[CH2:13][CH2:14][CH2:15][CH:16]1[CH2:17][CH2:18][CH2:19][CH2:20][CH2:21]1)[C:2]1[CH:7]=[CH:6][CH:5]=[CH:4][CH:3]=1. (4) Given the reactants C(OC([N:8]1[CH2:16][C:15]2[C:10](=[CH:11][C:12]([S:18]([CH2:21][CH3:22])(=[O:20])=[O:19])=[C:13]([Cl:17])[CH:14]=2)[CH2:9]1)=O)(C)(C)C.Cl, predict the reaction product. The product is: [ClH:17].[Cl:17][C:13]1[CH:14]=[C:15]2[C:10](=[CH:11][C:12]=1[S:18]([CH2:21][CH3:22])(=[O:19])=[O:20])[CH2:9][NH:8][CH2:16]2. (5) Given the reactants [C:1](=[O:20])([O:18][CH3:19])[O:2][C:3]1[CH:8]=[CH:7][C:6]([C:9]([CH3:12])([CH3:11])[CH3:10])=[CH:5][C:4]=1[C:13]([C:16]#[N:17])([CH3:15])[CH3:14].[N+:21]([O-])([O-:23])=[O:22].[K+].[OH:26]S(O)(=O)=O, predict the reaction product. The product is: [C:1](=[O:20])([O:18][CH3:19])[O:2][C:3]1[CH:8]=[C:7]([N+:21]([O-:23])=[O:22])[C:6]([C:9]([CH3:11])([CH3:12])[CH3:10])=[CH:5][C:4]=1[C:13]([CH3:14])([CH3:15])[C:16]([NH2:17])=[O:26]. (6) Given the reactants [OH:1][C:2]1[CH:3]=[C:4]([C:8]2[CH2:17][C:16](=[O:18])[C:15]3[C:10](=[CH:11][CH:12]=[C:13]([N:19]4[CH2:23][CH2:22][CH2:21][CH2:20]4)[CH:14]=3)[N:9]=2)[CH:5]=[CH:6][CH:7]=1.[H-].[Na+].[CH2:26]([O:33][P:34](O[P:34]([O:33][CH2:26][C:27]1[CH:28]=[CH:29][CH:30]=[CH:31][CH:32]=1)([O:35][CH2:36][C:37]1[CH:38]=[CH:39][CH:40]=[CH:41][CH:42]=1)=[O:43])(=[O:43])[O:35][CH2:36][C:37]1[CH:42]=[CH:41][CH:40]=[CH:39][CH:38]=1)[C:27]1[CH:32]=[CH:31][CH:30]=[CH:29][CH:28]=1, predict the reaction product. The product is: [P:34]([O:1][C:2]1[CH:7]=[CH:6][CH:5]=[C:4]([C:8]2[NH:9][C:10]3[C:15]([C:16](=[O:18])[CH:17]=2)=[CH:14][C:13]([N:19]2[CH2:23][CH2:22][CH2:21][CH2:20]2)=[CH:12][CH:11]=3)[CH:3]=1)([O:33][CH2:26][C:27]1[CH:32]=[CH:31][CH:30]=[CH:29][CH:28]=1)([O:35][CH2:36][C:37]1[CH:42]=[CH:41][CH:40]=[CH:39][CH:38]=1)=[O:43]. (7) Given the reactants [C:1]([N:4]1[C:13]2[C:8](=[CH:9][C:10]([C:14]3[CH:23]=[CH:22][C:17]([C:18]([O:20]C)=[O:19])=[CH:16][C:15]=3[CH3:24])=[CH:11][CH:12]=2)[C@H:7]([NH:25][C:26]([O:28][CH:29]([CH3:31])[CH3:30])=[O:27])[CH2:6][C@@H:5]1[CH3:32])(=[O:3])[CH3:2].[OH-].[Na+].CS(C)=O.CC#N, predict the reaction product. The product is: [C:1]([N:4]1[C:13]2[C:8](=[CH:9][C:10]([C:14]3[CH:23]=[CH:22][C:17]([C:18]([OH:20])=[O:19])=[CH:16][C:15]=3[CH3:24])=[CH:11][CH:12]=2)[C@H:7]([NH:25][C:26]([O:28][CH:29]([CH3:31])[CH3:30])=[O:27])[CH2:6][C@@H:5]1[CH3:32])(=[O:3])[CH3:2].